This data is from NCI-60 drug combinations with 297,098 pairs across 59 cell lines. The task is: Regression. Given two drug SMILES strings and cell line genomic features, predict the synergy score measuring deviation from expected non-interaction effect. (1) Drug 2: CC(C)NC(=O)C1=CC=C(C=C1)CNNC.Cl. Synergy scores: CSS=11.9, Synergy_ZIP=-2.21, Synergy_Bliss=-3.13, Synergy_Loewe=-5.53, Synergy_HSA=-5.53. Drug 1: C1C(C(OC1N2C=NC3=C(N=C(N=C32)Cl)N)CO)O. Cell line: SK-OV-3. (2) Drug 1: C1C(C(OC1N2C=NC3=C2NC=NCC3O)CO)O. Drug 2: CC1CCCC2(C(O2)CC(NC(=O)CC(C(C(=O)C(C1O)C)(C)C)O)C(=CC3=CSC(=N3)C)C)C. Cell line: NCI-H226. Synergy scores: CSS=27.1, Synergy_ZIP=0.899, Synergy_Bliss=-2.11, Synergy_Loewe=-21.9, Synergy_HSA=-4.31. (3) Drug 1: C1=C(C(=O)NC(=O)N1)N(CCCl)CCCl. Drug 2: C1=CC=C(C=C1)NC(=O)CCCCCCC(=O)NO. Cell line: OVCAR3. Synergy scores: CSS=7.52, Synergy_ZIP=-9.46, Synergy_Bliss=-4.74, Synergy_Loewe=-8.14, Synergy_HSA=-3.27. (4) Drug 1: CC1OCC2C(O1)C(C(C(O2)OC3C4COC(=O)C4C(C5=CC6=C(C=C35)OCO6)C7=CC(=C(C(=C7)OC)O)OC)O)O. Drug 2: CN(C)N=NC1=C(NC=N1)C(=O)N. Cell line: PC-3. Synergy scores: CSS=26.3, Synergy_ZIP=-4.75, Synergy_Bliss=4.00, Synergy_Loewe=-12.6, Synergy_HSA=3.55. (5) Drug 1: CC1C(C(CC(O1)OC2CC(CC3=C2C(=C4C(=C3O)C(=O)C5=C(C4=O)C(=CC=C5)OC)O)(C(=O)C)O)N)O.Cl. Drug 2: CCC(=C(C1=CC=CC=C1)C2=CC=C(C=C2)OCCN(C)C)C3=CC=CC=C3.C(C(=O)O)C(CC(=O)O)(C(=O)O)O. Cell line: HOP-62. Synergy scores: CSS=23.7, Synergy_ZIP=8.10, Synergy_Bliss=8.08, Synergy_Loewe=-19.1, Synergy_HSA=3.08.